This data is from Reaction yield outcomes from USPTO patents with 853,638 reactions. The task is: Predict the reaction yield, written as a fraction of the theoretical maximum amount of product (1.0 means a 100% yield; for example, 0.34 means a 34% yield). (1) The reactants are [F:1][C:2]1[CH:7]=[CH:6][C:5]([N:8]2[C:12]([C:13]3[N:14]=[CH:15][N:16]([C:18]4[CH:26]=[CH:25][C:21]([C:22]([OH:24])=O)=[CH:20][N:19]=4)[CH:17]=3)=[C:11]([CH3:27])[N:10]=[N:9]2)=[CH:4][CH:3]=1.CN(C(O[N:36]1N=N[C:38]2C=CC=[CH:42][C:37]1=2)=[N+](C)C)C.[B-](F)(F)(F)F.CCN(C(C)C)C(C)C.C(N)(C)C. The catalyst is CN(C=O)C. The product is [F:1][C:2]1[CH:7]=[CH:6][C:5]([N:8]2[C:12]([C:13]3[N:14]=[CH:15][N:16]([C:18]4[CH:26]=[CH:25][C:21]([C:22]([NH:36][CH:37]([CH3:42])[CH3:38])=[O:24])=[CH:20][N:19]=4)[CH:17]=3)=[C:11]([CH3:27])[N:10]=[N:9]2)=[CH:4][CH:3]=1. The yield is 0.750. (2) The reactants are [Br:1][C:2]1[CH:3]=[C:4]([N+:13]([O-:15])=[O:14])[C:5]([OH:12])=[C:6]([CH:11]=1)[C:7]([O:9][CH3:10])=[O:8].Br[CH2:17][C:18]([O:20][CH3:21])=[O:19]. No catalyst specified. The product is [Br:1][C:2]1[CH:3]=[C:4]([N+:13]([O-:15])=[O:14])[C:5]([O:12][CH2:17][C:18]([O:20][CH3:21])=[O:19])=[C:6]([CH:11]=1)[C:7]([O:9][CH3:10])=[O:8]. The yield is 0.730. (3) The reactants are [CH:1]([N:14]1[CH2:19][CH2:18][CH:17]([CH2:20][O:21][C:22]2[C:30]([CH:31]3[CH2:33][CH2:32]3)=[CH:29][C:25]([C:26](O)=[O:27])=[C:24]([F:34])[CH:23]=2)[CH2:16][CH2:15]1)([C:8]1[CH:13]=[CH:12][CH:11]=[CH:10][CH:9]=1)[C:2]1[CH:7]=[CH:6][CH:5]=[CH:4][CH:3]=1.[CH3:35][S:36]([NH2:39])(=[O:38])=[O:37].CCN=C=NCCCN(C)C. The catalyst is CN(C1C=CN=CC=1)C.C(Cl)Cl. The product is [CH:1]([N:14]1[CH2:19][CH2:18][CH:17]([CH2:20][O:21][C:22]2[C:30]([CH:31]3[CH2:33][CH2:32]3)=[CH:29][C:25]([C:26]([NH:39][S:36]([CH3:35])(=[O:38])=[O:37])=[O:27])=[C:24]([F:34])[CH:23]=2)[CH2:16][CH2:15]1)([C:8]1[CH:13]=[CH:12][CH:11]=[CH:10][CH:9]=1)[C:2]1[CH:7]=[CH:6][CH:5]=[CH:4][CH:3]=1. The yield is 0.0500.